From a dataset of Forward reaction prediction with 1.9M reactions from USPTO patents (1976-2016). Predict the product of the given reaction. (1) The product is: [Cl:1][C:2]1[N:7]=[CH:6][C:5]([C:8]([O:10][CH3:26])=[O:9])=[C:4]([C:11]2[CH:12]=[N:13][C:14]([C:17]([F:19])([F:20])[F:18])=[CH:15][CH:16]=2)[CH:3]=1. Given the reactants [Cl:1][C:2]1[N:7]=[CH:6][C:5]([C:8]([OH:10])=[O:9])=[C:4]([C:11]2[CH:12]=[N:13][C:14]([C:17]([F:20])([F:19])[F:18])=[CH:15][CH:16]=2)[CH:3]=1.S(Cl)(Cl)=O.Cl[CH2:26]Cl, predict the reaction product. (2) Given the reactants [N:1]1([C:7]2[CH:8]=[C:9]([NH2:13])[CH:10]=[CH:11][CH:12]=2)[CH2:6][CH2:5][O:4][CH2:3][CH2:2]1.[N:14]([O-])=O.[Na+].O.O.[Sn](Cl)Cl.[OH-].[Na+], predict the reaction product. The product is: [N:1]1([C:7]2[CH:8]=[C:9]([NH:13][NH2:14])[CH:10]=[CH:11][CH:12]=2)[CH2:2][CH2:3][O:4][CH2:5][CH2:6]1. (3) Given the reactants Cl[C:2]1[N:7]=[C:6]2[N:8]([CH3:17])[N:9]=[C:10]([C:11]3[CH:12]=[N:13][CH:14]=[CH:15][CH:16]=3)[C:5]2=[C:4]([C:18]([F:21])([F:20])[F:19])[CH:3]=1.COCCOC.O.CC1(C)C(C)(C)OB([C:37]2[CH:38]=[C:39]([CH:47]=[CH:48][CH:49]=2)[CH2:40][N:41]2[CH2:46][CH2:45][O:44][CH2:43][CH2:42]2)O1.O.O.P([O-])([O-])([O-])=O.[K+].[K+].[K+], predict the reaction product. The product is: [CH3:17][N:8]1[C:6]2=[N:7][C:2]([C:48]3[CH:49]=[CH:37][CH:38]=[C:39]([CH2:40][N:41]4[CH2:46][CH2:45][O:44][CH2:43][CH2:42]4)[CH:47]=3)=[CH:3][C:4]([C:18]([F:21])([F:20])[F:19])=[C:5]2[C:10]([C:11]2[CH:12]=[N:13][CH:14]=[CH:15][CH:16]=2)=[N:9]1. (4) Given the reactants [F:1][C:2]([F:23])([F:22])[C@@H:3]([OH:21])[CH2:4][N:5]1[CH2:10][CH2:9][O:8][CH:7]([C:11]2[CH:16]=[CH:15][C:14]([C:17]([F:20])([F:19])[F:18])=[CH:13][CH:12]=2)[CH2:6]1.[Cl:24][C:25]1[CH:30]=[CH:29][C:28]([N:31]=[C:32]=[O:33])=[CH:27][CH:26]=1.Cl, predict the reaction product. The product is: [ClH:24].[F:23][C:2]([F:1])([F:22])[C@@H:3]([O:21][C:32](=[O:33])[NH:31][C:28]1[CH:29]=[CH:30][C:25]([Cl:24])=[CH:26][CH:27]=1)[CH2:4][N:5]1[CH2:10][CH2:9][O:8][C@@H:7]([C:11]2[CH:12]=[CH:13][C:14]([C:17]([F:18])([F:19])[F:20])=[CH:15][CH:16]=2)[CH2:6]1. (5) Given the reactants [I:1][C:2]1[CH:3]=[C:4]2[C:8](=[CH:9][CH:10]=1)[N:7]([C:11]1[CH:12]=[C:13]([CH:17]=[CH:18][CH:19]=1)[C:14](O)=[O:15])[N:6]=[CH:5]2, predict the reaction product. The product is: [I:1][C:2]1[CH:3]=[C:4]2[C:8](=[CH:9][CH:10]=1)[N:7]([C:11]1[CH:12]=[C:13]([CH2:14][OH:15])[CH:17]=[CH:18][CH:19]=1)[N:6]=[CH:5]2. (6) Given the reactants Cl.[CH3:2][N:3]([CH3:12])[CH2:4]CCN=C=NCC.CS(C)=[O:15].CS(C)=[O:19], predict the reaction product. The product is: [CH3:12][N:3]([CH:4]=[O:15])[CH3:2].[CH3:2][N:3]([CH3:12])[CH:4]=[O:19]. (7) Given the reactants Cl[CH2:2][C:3]([NH:5][C:6]1[CH:11]=[CH:10][C:9]([N+:12]([O-:14])=[O:13])=[CH:8][CH:7]=1)=[O:4].[CH2:15]([CH2:17][NH2:18])[OH:16], predict the reaction product. The product is: [OH:16][CH2:15][CH2:17][NH:18][CH2:2][C:3]([NH:5][C:6]1[CH:11]=[CH:10][C:9]([N+:12]([O-:14])=[O:13])=[CH:8][CH:7]=1)=[O:4].